Dataset: Full USPTO retrosynthesis dataset with 1.9M reactions from patents (1976-2016). Task: Predict the reactants needed to synthesize the given product. (1) Given the product [CH:49]1([N:44]2[C:43](=[O:55])[C:42]([NH:41][C:39]([C:36]3[C:35]([CH3:56])=[C:34]([C@H:28]([O:29][CH2:30][C:31]([CH3:33])=[CH2:32])[C@@H:27]([OH:26])[CH3:57])[O:38][N:37]=3)=[O:40])=[C:46]([CH3:47])[N:45]2[CH3:48])[CH2:54][CH2:53][CH2:52][CH2:51][CH2:50]1, predict the reactants needed to synthesize it. The reactants are: [F-].C([N+](CCCC)(CCCC)CCCC)CCC.[Si]([O:26][C@@H:27]([CH3:57])[C@H:28]([C:34]1[O:38][N:37]=[C:36]([C:39]([NH:41][C:42]2[C:43](=[O:55])[N:44]([CH:49]3[CH2:54][CH2:53][CH2:52][CH2:51][CH2:50]3)[N:45]([CH3:48])[C:46]=2[CH3:47])=[O:40])[C:35]=1[CH3:56])[O:29][CH2:30][C:31]([CH3:33])=[CH2:32])(C(C)(C)C)(C)C. (2) The reactants are: C[O:2][C:3]1[CH:8]=[CH:7][C:6]([S:9]([N:12]2[C@H:25]([CH3:26])[C:24]3[C:19](=[CH:20][CH:21]=[CH:22][CH:23]=3)[C:18]3[CH:17]=[CH:16][CH:15]=[CH:14][C:13]2=3)(=[O:11])=[O:10])=[CH:5][CH:4]=1.C1CCCCC=1.B(Br)(Br)Br.ClCCl. Given the product [CH3:26][C@@H:25]1[C:24]2[C:19](=[CH:20][CH:21]=[CH:22][CH:23]=2)[C:18]2[CH:17]=[CH:16][CH:15]=[CH:14][C:13]=2[N:12]1[S:9]([C:6]1[CH:5]=[CH:4][C:3]([OH:2])=[CH:8][CH:7]=1)(=[O:11])=[O:10], predict the reactants needed to synthesize it. (3) Given the product [Cl:23][C:2]1[C:7]2[C:8]3[CH:14]=[CH:13][C:12]([C:15]([F:18])([F:17])[F:16])=[CH:11][C:9]=3[S:10][C:6]=2[C:5]([C:19]#[N:20])=[CH:4][N:3]=1, predict the reactants needed to synthesize it. The reactants are: O[C:2]1[C:7]2[C:8]3[CH:14]=[CH:13][C:12]([C:15]([F:18])([F:17])[F:16])=[CH:11][C:9]=3[S:10][C:6]=2[C:5]([C:19]#[N:20])=[CH:4][N:3]=1.O=P(Cl)(Cl)[Cl:23]. (4) Given the product [C:9]([C:13]1[CH:18]=[CH:17][C:16]([C:19]2[N:3]([CH2:1][CH3:2])[N:4]=[C:5]([C:6](=[O:8])[CH3:7])[C:20]=2[OH:21])=[CH:15][CH:14]=1)([CH3:12])([CH3:11])[CH3:10], predict the reactants needed to synthesize it. The reactants are: [CH2:1]([NH:3][N:4]=[CH:5][C:6](=[O:8])[CH3:7])[CH3:2].[C:9]([C:13]1[CH:18]=[CH:17][C:16]([C:19](=O)[CH:20]=[O:21])=[CH:15][CH:14]=1)([CH3:12])([CH3:11])[CH3:10]. (5) Given the product [Cl:1][C:2]1[CH:3]=[CH:4][C:5]([CH2:8][C:9](=[O:34])[CH2:10][C@H:11]2[C:12](=[O:13])[N:14]([CH3:30])[CH2:15][C@@H:16]([C:2]3[CH:7]=[CH:6][CH:5]=[CH:4][CH:3]=3)[NH:23][C:24](=[O:29])[CH2:25][CH2:26][CH:27]=[CH:28][CH2:31]2)=[CH:6][CH:7]=1, predict the reactants needed to synthesize it. The reactants are: [Cl:1][C:2]1[CH:7]=[CH:6][C:5]([CH2:8][C:9](=[O:34])[CH2:10][C@H:11]([CH2:31]C=C)[C:12]([N:14]([CH3:30])[CH2:15][C@H:16]([NH:23][C:24](=[O:29])[CH2:25][CH2:26][CH:27]=[CH2:28])C2C=CC=CC=2)=[O:13])=[CH:4][CH:3]=1. (6) The reactants are: C1N=CN(C(N2C=NC=C2)=O)C=1.[Cl:13][C:14]1[CH:15]=[CH:16][C:17]([C:20]([OH:22])=O)=[N:18][CH:19]=1.C(OC(=O)[N:29]([C:38]1[S:39][C@@H:40]2[C@H:42]([C@:43]([C:46]3[C:47]([F:53])=[N:48][CH:49]=[C:50]([NH2:52])[CH:51]=3)([CH3:45])[N:44]=1)[CH2:41]2)COCC[Si](C)(C)C)(C)(C)C.S(=O)(=O)(O)O. Given the product [NH2:29][C:38]1[S:39][C@@H:40]2[C@H:42]([C@:43]([C:46]3[CH:51]=[C:50]([NH:52][C:20](=[O:22])[C:17]4[CH:16]=[CH:15][C:14]([Cl:13])=[CH:19][N:18]=4)[CH:49]=[N:48][C:47]=3[F:53])([CH3:45])[N:44]=1)[CH2:41]2, predict the reactants needed to synthesize it. (7) Given the product [ClH:7].[ClH:35].[F:1][C:2]1[CH:9]=[CH:8][C:5]([CH2:6][N:30]2[CH2:31][CH2:32][N:27]([C:22]3[C:23]([CH3:26])=[C:24]([CH3:25])[C:13]4[O:12][C:11]([CH3:34])([CH3:10])[CH:15]([N:16]5[CH2:17][CH2:18][CH2:19][CH2:20]5)[C:14]=4[C:21]=3[CH3:33])[CH2:28][CH2:29]2)=[CH:4][CH:3]=1, predict the reactants needed to synthesize it. The reactants are: [F:1][C:2]1[CH:9]=[CH:8][C:5]([CH2:6][Cl:7])=[CH:4][CH:3]=1.[CH3:10][C:11]1([CH3:34])[CH:15]([N:16]2[CH2:20][CH2:19][CH2:18][CH2:17]2)[C:14]2[C:21]([CH3:33])=[C:22]([N:27]3[CH2:32][CH2:31][NH:30][CH2:29][CH2:28]3)[C:23]([CH3:26])=[C:24]([CH3:25])[C:13]=2[O:12]1.[ClH:35]. (8) Given the product [F:33][C:34]1[CH:35]=[C:36]([CH2:37][N:1]2[CH2:2][CH2:3][CH:4]([CH2:7][CH2:8][C:9]([C:11]3[CH:12]=[C:13]4[C:18]5=[C:19]([CH2:21][CH2:22][N:17]5[C:16](=[O:23])[CH2:15][CH2:14]4)[CH:20]=3)=[O:10])[CH2:5][CH2:6]2)[CH:39]=[CH:40][CH:41]=1, predict the reactants needed to synthesize it. The reactants are: [NH:1]1[CH2:6][CH2:5][CH:4]([CH2:7][CH2:8][C:9]([C:11]2[CH:12]=[C:13]3[C:18]4=[C:19]([CH2:21][CH2:22][N:17]4[C:16](=[O:23])[CH2:15][CH2:14]3)[CH:20]=2)=[O:10])[CH2:3][CH2:2]1.C(#N)C.C(=O)([O-])[O-].[K+].[K+].[F:33][C:34]1[CH:35]=[C:36]([CH:39]=[CH:40][CH:41]=1)[CH2:37]Cl. (9) The reactants are: Cl.[N:2]1[N:3]=[C:4]([C:11]2[N:12]=[C:13]([C:16](F)(F)F)[S:14][CH:15]=2)[N:5]2[CH2:10][CH2:9][NH:8][CH2:7][C:6]=12.[CH3:20][CH:21]1[N:26]([C:27]([O:29][C:30]([CH3:33])([CH3:32])[CH3:31])=[O:28])[CH2:25][CH2:24][N:23]2[C:34]([C:37]3[N:38]=[C:39]([CH3:42])[S:40][CH:41]=3)=[N:35][N:36]=[C:22]12.CC1C(=O)NCCN1C(OC(C)(C)C)=O. Given the product [N:2]1[N:3]=[C:4]([C:11]2[N:12]=[C:13]([CH:16]=[CH2:20])[S:14][CH:15]=2)[N:5]2[CH2:10][CH2:9][NH:8][CH2:7][C:6]=12.[CH3:20][CH:21]1[N:26]([C:27]([O:29][C:30]([CH3:33])([CH3:31])[CH3:32])=[O:28])[CH2:25][CH2:24][N:23]2[C:34]([C:37]3[N:38]=[C:39]([CH3:42])[S:40][CH:41]=3)=[N:35][N:36]=[C:22]12, predict the reactants needed to synthesize it. (10) Given the product [CH3:31][O:30][C:28](=[O:29])[N:15]([N:9]1[C:8](=[O:20])[C:7]2[C:12](=[CH:13][C:4]([CH:1]([CH3:3])[CH3:2])=[C:5]([C:21]3[N:22]([CH3:26])[N:23]=[CH:24][CH:25]=3)[CH:6]=2)[NH:11][C:10]1=[O:14])[S:16]([CH3:19])(=[O:17])=[O:18], predict the reactants needed to synthesize it. The reactants are: [CH:1]([C:4]1[CH:13]=[C:12]2[C:7]([C:8](=[O:20])[N:9]([NH:15][S:16]([CH3:19])(=[O:18])=[O:17])[C:10](=[O:14])[NH:11]2)=[CH:6][C:5]=1[C:21]1[N:22]([CH3:26])[N:23]=[CH:24][CH:25]=1)([CH3:3])[CH3:2].Cl[C:28]([O:30][CH3:31])=[O:29].